Dataset: Catalyst prediction with 721,799 reactions and 888 catalyst types from USPTO. Task: Predict which catalyst facilitates the given reaction. (1) Reactant: [CH3:1][C@:2]12[C@H:14]3[CH2:15][C@H:12]([C:13]3([CH3:17])[CH3:16])[CH2:11][C@H:3]1[O:4][B:5](CC(C)C)[O:6]2.O1[CH2:22][CH2:21][CH2:20]C1.[CH:23]([N-]C(C)C)(C)C.[Li+].S(=O)(=O)(O)O.Cl[CH2:37][Cl:38]. Product: [Cl:38][CH:37]([B:5]1[O:4][C@@H:3]2[CH2:11][C@@H:12]3[CH2:15][C@H:14]([C@:2]2([CH3:1])[O:6]1)[C:13]3([CH3:17])[CH3:16])[CH2:23][CH:21]([CH3:20])[CH3:22]. The catalyst class is: 530. (2) Reactant: Cl[C:2]1[CH:7]=[CH:6][C:5]([Br:8])=[CH:4][N:3]=1.[F:9][C:10]1[CH:18]=[CH:17][CH:16]=[C:15]([F:19])[C:11]=1[C:12]([NH2:14])=[O:13].P([O-])([O-])([O-])=O.[K+].[K+].[K+].CN(C)CCN. Product: [Br:8][C:5]1[CH:6]=[CH:7][C:2]([NH:14][C:12](=[O:13])[C:11]2[C:10]([F:9])=[CH:18][CH:17]=[CH:16][C:15]=2[F:19])=[N:3][CH:4]=1. The catalyst class is: 830. (3) Reactant: [Na].[CH2:2]([CH:4]1[C:10]2[CH:11]=[CH:12][C:13]([O:15][CH3:16])=[CH:14][C:9]=2[CH2:8][CH2:7][CH2:6][C:5]1=O)[CH3:3].[CH:18]([C:20]([CH3:22])=[O:21])=[CH2:19]. Product: [CH2:2]([C:4]12[CH2:19][CH2:18][C:20](=[O:21])[CH:22]=[C:5]1[CH2:6][CH2:7][CH2:8][C:9]1[CH:14]=[C:13]([O:15][CH3:16])[CH:12]=[CH:11][C:10]=12)[CH3:3]. The catalyst class is: 14. (4) Reactant: [Cl:1][C:2]1[CH:9]=[C:8]([OH:10])[C:7]([O:11][C:12]2[CH:17]=[CH:16][C:15]([Cl:18])=[CH:14][C:13]=2[Cl:19])=[CH:6][C:3]=1[C:4]#[N:5].Cl.[NH2:21][OH:22].C([O-])([O-])=O.[Na+].[Na+]. Product: [Cl:1][C:2]1[CH:9]=[C:8]([OH:10])[C:7]([O:11][C:12]2[CH:17]=[CH:16][C:15]([Cl:18])=[CH:14][C:13]=2[Cl:19])=[CH:6][C:3]=1[C:4]([NH:21][OH:22])=[NH:5]. The catalyst class is: 40. (5) Reactant: CN(C=O)C.[C:6]([C:10]1[CH:11]=[C:12]([OH:16])[CH:13]=[CH:14][CH:15]=1)([CH3:9])([CH3:8])[CH3:7].Cl[C:18]1[C:23]([CH3:24])=[CH:22][C:21]([N+:25]([O-:27])=[O:26])=[CH:20][N:19]=1.C(=O)([O-])[O-].[K+].[K+]. Product: [C:6]([C:10]1[CH:11]=[C:12]([CH:13]=[CH:14][CH:15]=1)[O:16][C:18]1[C:23]([CH3:24])=[CH:22][C:21]([N+:25]([O-:27])=[O:26])=[CH:20][N:19]=1)([CH3:9])([CH3:7])[CH3:8]. The catalyst class is: 6. (6) Reactant: [CH2:1]([NH:3][CH2:4][C:5]([O:7][CH2:8][CH3:9])=[O:6])[CH3:2].C(OC([O-])=O)([O-])=O.[K+].[K+].[I-].[K+].[CH3:21][C:22]1[CH:27]=[C:26]([CH3:28])[CH:25]=[C:24]([CH3:29])[C:23]=1[S:30]([O:33][C:34]1[C:39]([CH2:40][C:41]2[CH:46]=[CH:45][C:44]([CH2:47]Cl)=[CH:43][C:42]=2[O:49][CH3:50])=[C:38]([CH3:51])[N:37]=[C:36]([NH2:52])[N:35]=1)(=[O:32])=[O:31]. Product: [NH2:52][C:36]1[N:35]=[C:34]([O:33][S:30]([C:23]2[C:22]([CH3:21])=[CH:27][C:26]([CH3:28])=[CH:25][C:24]=2[CH3:29])(=[O:31])=[O:32])[C:39]([CH2:40][C:41]2[CH:46]=[CH:45][C:44]([CH2:47][N:3]([CH2:1][CH3:2])[CH2:4][C:5]([O:7][CH2:8][CH3:9])=[O:6])=[CH:43][C:42]=2[O:49][CH3:50])=[C:38]([CH3:51])[N:37]=1. The catalyst class is: 10.